Dataset: Reaction yield outcomes from USPTO patents with 853,638 reactions. Task: Predict the reaction yield, written as a fraction of the theoretical maximum amount of product (1.0 means a 100% yield; for example, 0.34 means a 34% yield). (1) The reactants are [Br:1][C:2]1[CH:3]=[C:4]([CH:7]=[CH:8][CH:9]=1)[CH:5]=[O:6].[BH4-].[Na+]. The catalyst is CCO. The product is [Br:1][C:2]1[CH:3]=[C:4]([CH2:5][OH:6])[CH:7]=[CH:8][CH:9]=1. The yield is 0.998. (2) The reactants are [N:1]1[CH:6]=[CH:5][CH:4]=[C:3]([C:7]2[CH:8]3[CH2:14][CH:12]([CH:13]=2)[CH2:11][NH:10][CH2:9]3)[CH:2]=1.[ClH:15].C(OCC)C. The catalyst is C(O)C.C(O)(C)C. The product is [ClH:15].[ClH:15].[N:1]1[CH:6]=[CH:5][CH:4]=[C:3]([C:7]2[CH:8]3[CH2:14][CH:12]([CH:13]=2)[CH2:11][NH:10][CH2:9]3)[CH:2]=1. The yield is 0.870. (3) The reactants are [N:1]1([CH2:7][C:8]2[CH:13]=[CH:12][C:11]([C:14]3[CH:27]=[N:26][C:17]4[NH:18][C:19]5[CH:24]=[N:23][C:22]([NH2:25])=[CH:21][C:20]=5[C:16]=4[CH:15]=3)=[CH:10][CH:9]=2)[CH2:6][CH2:5][CH2:4][CH2:3][CH2:2]1.C=O.[CH:30]([CH:32]=O)=O.[Cl-].[NH4+:35].C(=O)(O)[O-].[Na+].[CH3:41]O. The catalyst is O1CCOCC1.O.C(Cl)Cl. The product is [N:1]1([CH2:7][C:8]2[CH:13]=[CH:12][C:11]([C:14]3[CH:27]=[N:26][C:17]4[NH:18][C:19]5[CH:24]=[N:23][C:22]([N:25]6[CH:32]=[CH:30][N:35]=[CH:41]6)=[CH:21][C:20]=5[C:16]=4[CH:15]=3)=[CH:10][CH:9]=2)[CH2:6][CH2:5][CH2:4][CH2:3][CH2:2]1. The yield is 0.170. (4) The reactants are [ClH:1].[N:2]1([C:11](=[O:36])/[CH:12]=[CH:13]/[C@@H:14]([NH:19][C:20]([C:22]2([NH:28]C(=O)OC(C)(C)C)[CH2:27][CH2:26][O:25][CH2:24][CH2:23]2)=[O:21])[CH2:15][CH:16]([CH3:18])[CH3:17])[C:10]2[C:5](=[CH:6][CH:7]=[CH:8][CH:9]=2)[CH2:4][CH2:3]1. The yield is 0.600. The catalyst is C(O)(C)C. The product is [ClH:1].[NH2:28][C:22]1([C:20]([NH:19][C@@H:14]([CH2:15][CH:16]([CH3:18])[CH3:17])/[CH:13]=[CH:12]/[C:11]([N:2]2[C:10]3[C:5](=[CH:6][CH:7]=[CH:8][CH:9]=3)[CH2:4][CH2:3]2)=[O:36])=[O:21])[CH2:27][CH2:26][O:25][CH2:24][CH2:23]1. (5) The reactants are [Br:1][C:2]1[CH:18]=[CH:17][C:5]2[C:6]3[N:7]([CH:11]=[C:12]([C:14]([NH2:16])=O)[N:13]=3)[CH2:8][CH2:9][O:10][C:4]=2[CH:3]=1.[CH3:19]OC(OC)N(C)C.COCCOC.Cl.[CH:34]([NH:37][NH2:38])([CH3:36])[CH3:35]. The catalyst is C(O)(=O)C. The product is [Br:1][C:2]1[CH:18]=[CH:17][C:5]2[C:6]3[N:7]([CH:11]=[C:12]([C:14]4[N:37]([CH:34]([CH3:36])[CH3:35])[N:38]=[CH:19][N:16]=4)[N:13]=3)[CH2:8][CH2:9][O:10][C:4]=2[CH:3]=1. The yield is 0.390. (6) The reactants are [C:1]1([NH:7][C:8]2[CH:13]=[CH:12][N:11]=[CH:10][C:9]=2[NH2:14])[CH:6]=[CH:5][CH:4]=[CH:3][CH:2]=1.[C:15](O)(=O)[CH2:16][CH3:17]. The catalyst is P(Cl)(Cl)(Cl)=O. The product is [CH2:16]([C:17]1[N:7]([C:1]2[CH:2]=[CH:3][CH:4]=[CH:5][CH:6]=2)[C:8]2[CH:13]=[CH:12][N:11]=[CH:10][C:9]=2[N:14]=1)[CH3:15]. The yield is 0.190. (7) The reactants are [N:1]1[CH:6]=[CH:5][CH:4]=[CH:3][C:2]=1[C:7]1[CH:11]=[C:10]([C:12]([O:14][CH2:15][CH3:16])=[O:13])[O:9][N:8]=1.[I:17]N1C(=O)CCC1=O. The catalyst is C(#N)C.C([O-])(=O)C.[Pd+2].C([O-])(=O)C. The product is [I:17][C:11]1[C:7]([C:2]2[CH:3]=[CH:4][CH:5]=[CH:6][N:1]=2)=[N:8][O:9][C:10]=1[C:12]([O:14][CH2:15][CH3:16])=[O:13]. The yield is 0.410.